This data is from CYP1A2 inhibition data for predicting drug metabolism from PubChem BioAssay. The task is: Regression/Classification. Given a drug SMILES string, predict its absorption, distribution, metabolism, or excretion properties. Task type varies by dataset: regression for continuous measurements (e.g., permeability, clearance, half-life) or binary classification for categorical outcomes (e.g., BBB penetration, CYP inhibition). Dataset: cyp1a2_veith. (1) The result is 1 (inhibitor). The compound is O=C1c2cccc3c(Cl)ccc(c23)C(=O)N1O. (2) The drug is Cc1ccc(S(=O)(=O)N[C@H]2COC(=O)[C@H](C)COC(=O)C/C=C\[C@H]2C)cc1. The result is 0 (non-inhibitor). (3) The drug is CCCC(=O)N1CCN(c2ccc(NC(=O)c3sc4ccccc4c3Cl)cc2)CC1. The result is 0 (non-inhibitor). (4) The molecule is COc1ccc2nc(NC(C)=O)sc2c1. The result is 1 (inhibitor). (5) The drug is CCNc1ncc2ncc(=O)n(Cc3ccc(F)cc3)c2n1. The result is 1 (inhibitor).